Dataset: Forward reaction prediction with 1.9M reactions from USPTO patents (1976-2016). Task: Predict the product of the given reaction. (1) Given the reactants [F:1][C:2]1([F:24])[CH2:7][CH2:6][CH:5]([CH2:8][NH:9][C:10]([C:12]2[C:13]3[CH:14]=[CH:15][C:16](Cl)=[N:17][C:18]=3[CH:19]=[CH:20][C:21]=2[Cl:22])=[O:11])[CH2:4][CH2:3]1.CCN(C(C)C)C(C)C.[NH:34]1[CH2:38][CH2:37][C@@H:36]([CH2:39][OH:40])[CH2:35]1, predict the reaction product. The product is: [F:1][C:2]1([F:24])[CH2:7][CH2:6][CH:5]([CH2:8][NH:9][C:10]([C:12]2[C:13]3[CH:14]=[CH:15][C:16]([N:34]4[CH2:38][CH2:37][C@@H:36]([CH2:39][OH:40])[CH2:35]4)=[N:17][C:18]=3[CH:19]=[CH:20][C:21]=2[Cl:22])=[O:11])[CH2:4][CH2:3]1. (2) Given the reactants [CH3:1][O:2][CH2:3][C@H:4]([CH3:31])[O:5][C:6]1[CH:7]=[C:8]([C:23]2[NH:27][C:26]([C:28]([OH:30])=O)=[CH:25][CH:24]=2)[CH:9]=[C:10]([O:12][C:13]2[CH:18]=[CH:17][C:16]([S:19]([CH3:22])(=[O:21])=[O:20])=[CH:15][CH:14]=2)[CH:11]=1.[C:32]([NH:35][NH2:36])(=[O:34])[CH3:33].CN(C(ON1N=NC2C=CC=NC1=2)=[N+](C)C)C.F[P-](F)(F)(F)(F)F.C(N(CC)C(C)C)(C)C, predict the reaction product. The product is: [C:32]([NH:35][NH:36][C:28]([C:26]1[NH:27][C:23]([C:8]2[CH:9]=[C:10]([O:12][C:13]3[CH:18]=[CH:17][C:16]([S:19]([CH3:22])(=[O:21])=[O:20])=[CH:15][CH:14]=3)[CH:11]=[C:6]([O:5][C@@H:4]([CH3:31])[CH2:3][O:2][CH3:1])[CH:7]=2)=[CH:24][CH:25]=1)=[O:30])(=[O:34])[CH3:33]. (3) The product is: [CH3:1][O:2][C:3]1[CH:4]=[C:5]2[C:10](=[CH:11][CH:12]=1)[C:9]([C:13]([C:14]1[CH:19]=[CH:18][C:17]([O:20][CH2:21][CH2:22][N:23]3[CH2:24][CH2:25][CH2:26][CH2:27][CH2:28]3)=[CH:16][CH:15]=1)=[O:29])=[C:8]([C:40]1[C:39]([F:38])=[CH:44][C:43]([F:45])=[CH:42][C:41]=1[F:46])[CH:7]=[CH:6]2. Given the reactants [CH3:1][O:2][C:3]1[CH:4]=[C:5]2[C:10](=[CH:11][CH:12]=1)[C:9]([C:13](=[O:29])[C:14]1[CH:19]=[CH:18][C:17]([O:20][CH2:21][CH2:22][N:23]3[CH2:28][CH2:27][CH2:26][CH2:25][CH2:24]3)=[CH:16][CH:15]=1)=[C:8](OS(C(F)(F)F)(=O)=O)[CH:7]=[CH:6]2.[F:38][C:39]1[CH:44]=[C:43]([F:45])[CH:42]=[C:41]([F:46])[C:40]=1B(O)O.P([O-])([O-])([O-])=O.[K+].[K+].[K+], predict the reaction product. (4) Given the reactants I[C:2]1[CH:11]=[CH:10][CH:9]=[CH:8][C:3]=1[CH:4]=[CH:5][C:6]#[N:7].[NH2:12][CH2:13][C:14]1[CH:29]=[CH:28][C:17]([C:18]([NH:20][C:21]2[CH:26]=[CH:25][CH:24]=[CH:23][C:22]=2[NH2:27])=[O:19])=[CH:16][CH:15]=1.C([O-])([O-])=O.[K+].[K+].[CH2:36]=[C:37]=[CH2:38], predict the reaction product. The product is: [NH2:27][C:22]1[CH:23]=[CH:24][CH:25]=[CH:26][C:21]=1[NH:20][C:18](=[O:19])[C:17]1[CH:16]=[CH:15][C:14]([CH2:13][N:12]2[CH2:38][C:37](=[CH2:36])[C:2]3[C:3](=[CH:8][CH:9]=[CH:10][CH:11]=3)[CH:4]2[CH2:5][C:6]#[N:7])=[CH:29][CH:28]=1.